From a dataset of Catalyst prediction with 721,799 reactions and 888 catalyst types from USPTO. Predict which catalyst facilitates the given reaction. (1) Reactant: [CH:1]([N:4]1[C:8]2[N:9]=[C:10]3[CH2:16][NH:15][CH2:14][CH2:13][CH2:12][N:11]3[C:17](=[O:18])[C:7]=2[CH:6]=[N:5]1)([CH3:3])[CH3:2].[CH3:19][O:20][C:21]1[CH:28]=[CH:27][C:24]([CH:25]=O)=[CH:23][CH:22]=1.C(O[BH-](OC(=O)C)OC(=O)C)(=O)C.[Na+].O. Product: [CH:1]([N:4]1[C:8]2[N:9]=[C:10]3[CH2:16][N:15]([CH2:25][C:24]4[CH:27]=[CH:28][C:21]([O:20][CH3:19])=[CH:22][CH:23]=4)[CH2:14][CH2:13][CH2:12][N:11]3[C:17](=[O:18])[C:7]=2[CH:6]=[N:5]1)([CH3:3])[CH3:2]. The catalyst class is: 4. (2) Reactant: Cl[C:2]1[N:7]=[CH:6][CH:5]=[CH:4][N:3]=1.[CH3:8][C:9]([CH3:13])([CH3:12])[CH2:10][NH2:11].C(N(C(C)C)CC)(C)C.O. Product: [CH3:8][C:9]([CH3:13])([CH3:12])[CH2:10][NH:11][C:2]1[N:7]=[CH:6][CH:5]=[CH:4][N:3]=1. The catalyst class is: 3. (3) Reactant: [NH2:1][C:2]1[CH:7]=[C:6]([CH3:8])[CH:5]=[CH:4][N:3]=1.[Cl:9][C:10]1[CH:19]=[C:18]([Cl:20])[CH:17]=[CH:16][C:11]=1[C:12](=O)[CH2:13]Cl.[OH-].[Na+]. Product: [Cl:9][C:10]1[CH:19]=[C:18]([Cl:20])[CH:17]=[CH:16][C:11]=1[C:12]1[N:1]=[C:2]2[CH:7]=[C:6]([CH3:8])[CH:5]=[CH:4][N:3]2[CH:13]=1. The catalyst class is: 8. (4) Reactant: CC1(C)[O:6][C@@H:5]([CH2:7][CH2:8][NH:9][C:10]([CH:12]2[N:19]3[CH:15]([CH2:16][C:17]([CH3:22])([CH3:21])[C:18]3=[O:20])[C:14]([C:25]3[CH:30]=[CH:29][C:28]([Cl:31])=[CH:27][C:26]=3[F:32])([C:23]#[N:24])[CH:13]2[C:33]2[CH:38]=[CH:37][CH:36]=[C:35]([Cl:39])[C:34]=2[F:40])=[O:11])[CH2:4][O:3]1.Cl. Product: [OH:6][C@H:5]([CH2:4][OH:3])[CH2:7][CH2:8][NH:9][C:10]([CH:12]1[N:19]2[CH:15]([CH2:16][C:17]([CH3:21])([CH3:22])[C:18]2=[O:20])[C:14]([C:25]2[CH:30]=[CH:29][C:28]([Cl:31])=[CH:27][C:26]=2[F:32])([C:23]#[N:24])[CH:13]1[C:33]1[CH:38]=[CH:37][CH:36]=[C:35]([Cl:39])[C:34]=1[F:40])=[O:11]. The catalyst class is: 7. (5) Reactant: [NH2:1][C:2]1[C:3]([C:8]2[CH:20]=[CH:19][C:11]([C:12]([O:14][C:15]([CH3:18])([CH3:17])[CH3:16])=[O:13])=[C:10]([F:21])[CH:9]=2)=[N:4][CH:5]=[CH:6][N:7]=1.[Br:22]N1C(=O)CCC1=O. Product: [NH2:1][C:2]1[C:3]([C:8]2[CH:20]=[CH:19][C:11]([C:12]([O:14][C:15]([CH3:17])([CH3:18])[CH3:16])=[O:13])=[C:10]([F:21])[CH:9]=2)=[N:4][C:5]([Br:22])=[CH:6][N:7]=1. The catalyst class is: 10. (6) Reactant: [N+:1]([C:4]1[CH:5]=[C:6]([CH:10]=[C:11]([C:13]([F:16])([F:15])[F:14])[CH:12]=1)[C:7](O)=[O:8])([O-:3])=[O:2]. Product: [N+:1]([C:4]1[CH:5]=[C:6]([CH2:7][OH:8])[CH:10]=[C:11]([C:13]([F:14])([F:15])[F:16])[CH:12]=1)([O-:3])=[O:2]. The catalyst class is: 1. (7) Reactant: Br[C:2]1[CH:9]=[CH:8][C:5]([C:6]#[N:7])=[C:4]([O:10][CH2:11][CH3:12])[CH:3]=1.CC1(C)C(C)(C)OB([C:21]2[CH:22]=[N:23][CH:24]=[C:25]([CH:28]=2)[CH:26]=[O:27])O1.C(=O)([O-])[O-].[Na+].[Na+]. Product: [CH2:11]([O:10][C:4]1[CH:3]=[C:2]([C:21]2[CH:22]=[N:23][CH:24]=[C:25]([CH:26]=[O:27])[CH:28]=2)[CH:9]=[CH:8][C:5]=1[C:6]#[N:7])[CH3:12]. The catalyst class is: 104. (8) Reactant: Cl[C:2]1[CH:3]=[C:4]2[NH:10][C:9]([C:11]3[CH:16]=[CH:15][N:14]=[C:13]([NH:17][C:18](=[O:20])[CH3:19])[CH:12]=3)=[C:8]([C:21]3[CH:26]=[CH:25][C:24]([O:27][CH3:28])=[C:23]([CH3:29])[N:22]=3)[C:5]2=[N:6][CH:7]=1.C([O-])=O.[Na+]. Product: [CH3:28][O:27][C:24]1[CH:25]=[CH:26][C:21]([C:8]2[C:5]3=[N:6][CH:7]=[CH:2][CH:3]=[C:4]3[NH:10][C:9]=2[C:11]2[CH:16]=[CH:15][N:14]=[C:13]([NH:17][C:18](=[O:20])[CH3:19])[CH:12]=2)=[N:22][C:23]=1[CH3:29]. The catalyst class is: 5. (9) Reactant: [NH2:1][C:2]1[CH:7]=[CH:6][CH:5]=[CH:4][C:3]=1[S:8]([NH:11][CH2:12][C:13]([CH3:16])([CH3:15])[CH3:14])(=[O:10])=[O:9].CN(C)C=O.[H-].[Na+].[Cl:24][C:25]1[N:30]=[C:29](Cl)[C:28]([Cl:32])=[CH:27][N:26]=1. Product: [Cl:24][C:25]1[N:30]=[C:29]([NH:1][C:2]2[CH:7]=[CH:6][CH:5]=[CH:4][C:3]=2[S:8]([NH:11][CH2:12][C:13]([CH3:16])([CH3:15])[CH3:14])(=[O:10])=[O:9])[C:28]([Cl:32])=[CH:27][N:26]=1. The catalyst class is: 6.